Dataset: Forward reaction prediction with 1.9M reactions from USPTO patents (1976-2016). Task: Predict the product of the given reaction. (1) Given the reactants [CH2:1]([O:5][CH2:6][CH2:7][O:8][C:9]1[CH:14]=[CH:13][C:12]([C:15]2[CH:16]=[CH:17][C:18]3[N:26]([CH2:27][CH2:28][CH3:29])[CH2:25][CH2:24][CH2:23][CH2:22][C:21]([C:30]([O:32]C)=[O:31])=[CH:20][C:19]=3[CH:34]=2)=[CH:11][CH:10]=1)[CH2:2][CH2:3][CH3:4].O1CCCC1.[OH-].[Na+].Cl, predict the reaction product. The product is: [CH2:1]([O:5][CH2:6][CH2:7][O:8][C:9]1[CH:10]=[CH:11][C:12]([C:15]2[CH:16]=[CH:17][C:18]3[N:26]([CH2:27][CH2:28][CH3:29])[CH2:25][CH2:24][CH2:23][CH2:22][C:21]([C:30]([OH:32])=[O:31])=[CH:20][C:19]=3[CH:34]=2)=[CH:13][CH:14]=1)[CH2:2][CH2:3][CH3:4]. (2) Given the reactants [CH3:1][O:2][C:3]([CH:5]1[CH2:9][CH2:8][CH2:7][CH:6]1[C:10]([OH:12])=O)=[O:4].Cl.[NH2:14][CH2:15][C:16]#[N:17].F[P-](F)(F)(F)(F)F.N1([PH+](N2CCCC2)N2CCCC2)CCCC1.C(N(CC)CC)C, predict the reaction product. The product is: [C:15]([CH2:16][NH:17][C:10]([C@@H:6]1[CH2:7][CH2:8][CH2:9][C@H:5]1[C:3]([O:2][CH3:1])=[O:4])=[O:12])#[N:14].